Dataset: Reaction yield outcomes from USPTO patents with 853,638 reactions. Task: Predict the reaction yield, written as a fraction of the theoretical maximum amount of product (1.0 means a 100% yield; for example, 0.34 means a 34% yield). (1) The reactants are Cl.[Br:2][C:3]1[CH:4]=[C:5](Br)[C:6]2[N:7]([CH:9]=[C:10]([CH2:12][C:13]([O:15][CH3:16])=[O:14])[N:11]=2)[CH:8]=1.[C:18]1(B(O)O)[CH:23]=[CH:22][CH:21]=[CH:20][CH:19]=1.[O-]P([O-])([O-])=O.[K+].[K+].[K+].C(OCC)(=O)C. The catalyst is C1(C)C=CC=CC=1.C(O)C.C1C=CC([P]([Pd]([P](C2C=CC=CC=2)(C2C=CC=CC=2)C2C=CC=CC=2)([P](C2C=CC=CC=2)(C2C=CC=CC=2)C2C=CC=CC=2)[P](C2C=CC=CC=2)(C2C=CC=CC=2)C2C=CC=CC=2)(C2C=CC=CC=2)C2C=CC=CC=2)=CC=1. The product is [Br:2][C:3]1[CH:4]=[C:5]([C:18]2[CH:23]=[CH:22][CH:21]=[CH:20][CH:19]=2)[C:6]2[N:7]([CH:9]=[C:10]([CH2:12][C:13]([O:15][CH3:16])=[O:14])[N:11]=2)[CH:8]=1. The yield is 0.730. (2) The yield is 0.820. The product is [F:1][CH:2]([F:11])[O:3][C:4]1[CH:10]=[CH:9][C:7]([NH:8][N:12]=[C:24]([C:25](=[O:27])[CH3:26])[C:21](=[O:23])[CH3:22])=[CH:6][CH:5]=1. The catalyst is C(O)(=O)C.Cl.O.C(O)C. The reactants are [F:1][CH:2]([F:11])[O:3][C:4]1[CH:10]=[CH:9][C:7]([NH2:8])=[CH:6][CH:5]=1.[N:12]([O-])=O.[Na+].C([O-])(=O)C.[Na+].[C:21]([CH2:24][C:25](=[O:27])[CH3:26])(=[O:23])[CH3:22]. (3) The reactants are [CH2:1]([O:8][C:9]([NH:11][C:12]1[C:13]([C:23]([OH:25])=O)=[N:14][C:15]2[C:20]([CH:21]=1)=[CH:19][CH:18]=[C:17]([Br:22])[CH:16]=2)=[O:10])[C:2]1[CH:7]=[CH:6][CH:5]=[CH:4][CH:3]=1.[NH2:26][C:27]1[CH:28]=[N:29][CH:30]=[CH:31][C:32]=1[N:33]1[CH2:38][CH2:37][CH2:36][C@H:35]([NH:39][C:40](=[O:49])[O:41][CH2:42][C:43]2[CH:48]=[CH:47][CH:46]=[CH:45][CH:44]=2)[CH2:34]1.CN(C(ON1N=NC2C=CC=NC1=2)=[N+](C)C)C.F[P-](F)(F)(F)(F)F.CCN(C(C)C)C(C)C. The catalyst is CN(C=O)C. The product is [CH2:1]([O:8][C:9]([NH:11][C:12]1[C:13]([C:23]([NH:26][C:27]2[CH:28]=[N:29][CH:30]=[CH:31][C:32]=2[N:33]2[CH2:38][CH2:37][CH2:36][C@H:35]([NH:39][C:40](=[O:49])[O:41][CH2:42][C:43]3[CH:44]=[CH:45][CH:46]=[CH:47][CH:48]=3)[CH2:34]2)=[O:25])=[N:14][C:15]2[C:20]([CH:21]=1)=[CH:19][CH:18]=[C:17]([Br:22])[CH:16]=2)=[O:10])[C:2]1[CH:7]=[CH:6][CH:5]=[CH:4][CH:3]=1. The yield is 0.820. (4) The reactants are [Cl:1][C:2]1[CH:10]=[CH:9][C:8]([NH:11][C:12]([CH:14]2[CH2:16][CH2:15]2)=[O:13])=[C:7]2[C:3]=1[CH2:4][N:5]([C@@H:18]([C:23]1[CH:28]=[CH:27][C:26]([O:29][CH3:30])=[C:25]([O:31][CH2:32][CH3:33])[CH:24]=1)[CH2:19][C:20](O)=[O:21])[C:6]2=[O:17].C(N1C=CN=C1)(N1C=CN=C1)=O.Cl.[NH2:47][OH:48].O. The catalyst is O1CCCC1. The product is [Cl:1][C:2]1[CH:10]=[CH:9][C:8]([NH:11][C:12]([CH:14]2[CH2:15][CH2:16]2)=[O:13])=[C:7]2[C:3]=1[CH2:4][N:5]([C@@H:18]([C:23]1[CH:28]=[CH:27][C:26]([O:29][CH3:30])=[C:25]([O:31][CH2:32][CH3:33])[CH:24]=1)[CH2:19][C:20](=[O:21])[NH:47][OH:48])[C:6]2=[O:17]. The yield is 0.860. (5) The reactants are C([O:3][C:4](=[O:23])[CH2:5][O:6][C:7]1[CH:12]=[CH:11][C:10]([C:13]23[CH2:22][CH:17]4[CH2:18][CH:19]([CH2:21][CH:15]([CH2:16]4)[CH2:14]2)[CH2:20]3)=[CH:9][CH:8]=1)C.O[Li].O. The catalyst is C1COCC1.O. The product is [C:13]12([C:10]3[CH:9]=[CH:8][C:7]([O:6][CH2:5][C:4]([OH:23])=[O:3])=[CH:12][CH:11]=3)[CH2:20][CH:19]3[CH2:21][CH:15]([CH2:16][CH:17]([CH2:18]3)[CH2:22]1)[CH2:14]2. The yield is 0.930.